From a dataset of Peptide-MHC class I binding affinity with 185,985 pairs from IEDB/IMGT. Regression. Given a peptide amino acid sequence and an MHC pseudo amino acid sequence, predict their binding affinity value. This is MHC class I binding data. (1) The peptide sequence is WYLEISALW. The MHC is Mamu-B17 with pseudo-sequence Mamu-B17. The binding affinity (normalized) is 0.784. (2) The peptide sequence is GSPEFDWI. The MHC is Mamu-A01 with pseudo-sequence Mamu-A01. The binding affinity (normalized) is 0.347. (3) The peptide sequence is SMLPPGYPV. The MHC is HLA-A02:19 with pseudo-sequence HLA-A02:19. The binding affinity (normalized) is 0.728. (4) The peptide sequence is DLSDQIAEL. The MHC is HLA-A02:01 with pseudo-sequence HLA-A02:01. The binding affinity (normalized) is 0.288.